Dataset: NCI-60 drug combinations with 297,098 pairs across 59 cell lines. Task: Regression. Given two drug SMILES strings and cell line genomic features, predict the synergy score measuring deviation from expected non-interaction effect. (1) Drug 1: CC(CN1CC(=O)NC(=O)C1)N2CC(=O)NC(=O)C2. Drug 2: CCC1(CC2CC(C3=C(CCN(C2)C1)C4=CC=CC=C4N3)(C5=C(C=C6C(=C5)C78CCN9C7C(C=CC9)(C(C(C8N6C=O)(C(=O)OC)O)OC(=O)C)CC)OC)C(=O)OC)O.OS(=O)(=O)O. Cell line: MDA-MB-231. Synergy scores: CSS=20.1, Synergy_ZIP=-8.68, Synergy_Bliss=2.62, Synergy_Loewe=-1.81, Synergy_HSA=3.17. (2) Drug 1: CN(C)N=NC1=C(NC=N1)C(=O)N. Drug 2: CN1C2=C(C=C(C=C2)N(CCCl)CCCl)N=C1CCCC(=O)O.Cl. Cell line: SNB-75. Synergy scores: CSS=-4.33, Synergy_ZIP=0.414, Synergy_Bliss=-4.41, Synergy_Loewe=-6.83, Synergy_HSA=-6.18. (3) Drug 1: C1=CC(=CC=C1CCCC(=O)O)N(CCCl)CCCl. Drug 2: C1CN1P(=S)(N2CC2)N3CC3. Cell line: CCRF-CEM. Synergy scores: CSS=53.3, Synergy_ZIP=-5.18, Synergy_Bliss=-9.91, Synergy_Loewe=-14.3, Synergy_HSA=-7.95.